From a dataset of Full USPTO retrosynthesis dataset with 1.9M reactions from patents (1976-2016). Predict the reactants needed to synthesize the given product. The reactants are: [NH2:1][C:2]1[N:3]=[CH:4][C:5]([C:18]2[CH:46]=[CH:45][C:21]([C:22]([NH:24][CH:25]3[CH2:30][CH2:29][N:28](C(OC(C)(C)C)=O)[C@@H:27]([C:38]([O:40][C:41]([CH3:44])([CH3:43])[CH3:42])=[O:39])[CH2:26]3)=[O:23])=[CH:20][CH:19]=2)=[N:6][C:7]=1[NH:8][CH2:9][C:10]1[C:15]([Cl:16])=[CH:14][CH:13]=[CH:12][C:11]=1[Cl:17].Cl.[OH-].[Na+]. Given the product [NH2:1][C:2]1[N:3]=[CH:4][C:5]([C:18]2[CH:46]=[CH:45][C:21]([C:22]([NH:24][CH:25]3[CH2:30][CH2:29][NH:28][C@@H:27]([C:38]([O:40][C:41]([CH3:42])([CH3:43])[CH3:44])=[O:39])[CH2:26]3)=[O:23])=[CH:20][CH:19]=2)=[N:6][C:7]=1[NH:8][CH2:9][C:10]1[C:11]([Cl:17])=[CH:12][CH:13]=[CH:14][C:15]=1[Cl:16], predict the reactants needed to synthesize it.